Dataset: Forward reaction prediction with 1.9M reactions from USPTO patents (1976-2016). Task: Predict the product of the given reaction. The product is: [F:25][C:26]1[CH:31]=[CH:30][CH:29]=[CH:28][C:27]=1[N:32]1[C:40]2[C:35](=[C:36]([N:41]3[CH2:45][CH2:44][N:43]([CH2:46][C:47]([N:55]4[CH2:56][CH2:57][CH2:58][C@H:53]([F:52])[CH2:54]4)=[O:48])[C:42]3=[O:50])[CH:37]=[CH:38][CH:39]=2)[CH:34]=[N:33]1. Given the reactants CN(C(ON1N=NC2C=CC=NC1=2)=[N+](C)C)C.F[P-](F)(F)(F)(F)F.[F:25][C:26]1[CH:31]=[CH:30][CH:29]=[CH:28][C:27]=1[N:32]1[C:40]2[C:35](=[C:36]([N:41]3[CH2:45][CH2:44][N:43]([CH2:46][C:47](O)=[O:48])[C:42]3=[O:50])[CH:37]=[CH:38][CH:39]=2)[CH:34]=[N:33]1.Cl.[F:52][C@H:53]1[CH2:58][CH2:57][CH2:56][NH:55][CH2:54]1, predict the reaction product.